From a dataset of Peptide-MHC class I binding affinity with 185,985 pairs from IEDB/IMGT. Regression. Given a peptide amino acid sequence and an MHC pseudo amino acid sequence, predict their binding affinity value. This is MHC class I binding data. (1) The peptide sequence is SRFPEALRL. The MHC is Mamu-B03 with pseudo-sequence Mamu-B03. The binding affinity (normalized) is 0.614. (2) The MHC is HLA-A69:01 with pseudo-sequence HLA-A69:01. The peptide sequence is FVKDWMDRI. The binding affinity (normalized) is 0.0847. (3) The binding affinity (normalized) is 0. The MHC is HLA-A31:01 with pseudo-sequence HLA-A31:01. The peptide sequence is SINSEYIESK. (4) The peptide sequence is ISFNHVTL. The MHC is H-2-Kb with pseudo-sequence H-2-Kb. The binding affinity (normalized) is 0.823. (5) The peptide sequence is FASADNHPK. The MHC is HLA-A11:01 with pseudo-sequence HLA-A11:01. The binding affinity (normalized) is 0.523. (6) The peptide sequence is IPAHPLRML. The MHC is HLA-B38:01 with pseudo-sequence HLA-B38:01. The binding affinity (normalized) is 0.0847. (7) The peptide sequence is RTTLWCDVR. The MHC is HLA-A26:03 with pseudo-sequence HLA-A26:03. The binding affinity (normalized) is 0.0847.